The task is: Predict the product of the given reaction.. This data is from Forward reaction prediction with 1.9M reactions from USPTO patents (1976-2016). (1) Given the reactants [NH2:1][C:2]1[C:8]2([CH2:10][CH2:9]2)[C:7]([C:11]([O:13][CH2:14][CH3:15])=[O:12])=[CH:6][C:5]2[CH:16]=[C:17](Br)[CH:18]=[CH:19][C:4]=2[N:3]=1.[N:21]1([C:26]([C:28]2[CH:33]=[CH:32][C:31](B(O)O)=[CH:30][CH:29]=2)=[O:27])[CH2:25][CH2:24][CH2:23][CH2:22]1.C1(C)C=CC=CC=1.C(=O)([O-])[O-].[Cs+].[Cs+], predict the reaction product. The product is: [NH2:1][C:2]1[C:8]2([CH2:10][CH2:9]2)[C:7]([C:11]([O:13][CH2:14][CH3:15])=[O:12])=[CH:6][C:5]2[CH:16]=[C:17]([C:31]3[CH:30]=[CH:29][C:28]([C:26]([N:21]4[CH2:22][CH2:23][CH2:24][CH2:25]4)=[O:27])=[CH:33][CH:32]=3)[CH:18]=[CH:19][C:4]=2[N:3]=1. (2) The product is: [O:28]1[C:32]2([CH2:37][CH2:36][CH:35]([N:38]([CH2:39][CH:40]3[CH2:44][CH2:43][CH2:42][O:41]3)[S:24]([C:21]3[CH:22]=[CH:23][C:18]([NH:17][C:13]4[N:12]=[C:11]([NH:10][C:5]5[CH:4]=[CH:3][C:8]([F:9])=[CH:7][CH:6]=5)[CH:16]=[CH:15][N:14]=4)=[CH:19][CH:20]=3)(=[O:25])=[O:26])[CH2:34][CH2:33]2)[O:31][CH2:30][CH2:29]1. Given the reactants Cl.C[C:3]1[CH:4]=[C:5]([NH:10][C:11]2[CH:16]=[CH:15][N:14]=[C:13]([NH:17][C:18]3[CH:23]=[CH:22][C:21]([S:24](Cl)(=[O:26])=[O:25])=[CH:20][CH:19]=3)[N:12]=2)[CH:6]=[CH:7][C:8]=1[F:9].[O:28]1[C:32]2([CH2:37][CH2:36][CH:35]([NH:38][CH2:39][CH:40]3[CH2:44][CH2:43][CH2:42][O:41]3)[CH2:34][CH2:33]2)[O:31][CH2:30][CH2:29]1, predict the reaction product. (3) Given the reactants [C:1]([O:5][C:6]([NH:8][C@H:9]([C:23]([O:25][CH3:26])=[O:24])[CH2:10][C:11]1[CH:16]=[CH:15][C:14]([CH2:17][CH2:18][CH2:19][C:20](=O)[CH3:21])=[CH:13][CH:12]=1)=[O:7])([CH3:4])([CH3:3])[CH3:2].[NH2:27][C:28]1[C:33]([CH:34]=O)=[CH:32][CH:31]=[CH:30][N:29]=1.N1CCC[C@H]1C(O)=O, predict the reaction product. The product is: [C:1]([O:5][C:6]([NH:8][C@H:9]([C:23]([O:25][CH3:26])=[O:24])[CH2:10][C:11]1[CH:16]=[CH:15][C:14]([CH2:17][CH2:18][CH2:19][C:20]2[CH:21]=[CH:34][C:33]3[C:28](=[N:29][CH:30]=[CH:31][CH:32]=3)[N:27]=2)=[CH:13][CH:12]=1)=[O:7])([CH3:2])([CH3:4])[CH3:3]. (4) Given the reactants C1([C:4]2[CH:24]=[CH:23][C:7]([CH2:8][NH:9][CH2:10][CH2:11][C:12]3[CH:17]=[CH:16][C:15](F)=[C:14]([C:19]([F:22])([F:21])[F:20])[CH:13]=3)=[CH:6][CH:5]=2)CC1.[CH3:25][C:26]1([CH3:37])[O:30]C2C=CC(C=O)=CC=2[O:27]1.FC(F)(F)C1C=C(CCN)C=CC=1.[BH4-].[Na+], predict the reaction product. The product is: [CH3:25][C:26]1([CH3:37])[O:30][C:4]2[CH:5]=[CH:6][C:7]([CH2:8][NH:9][CH2:10][CH2:11][C:12]3[CH:17]=[CH:16][CH:15]=[C:14]([C:19]([F:20])([F:21])[F:22])[CH:13]=3)=[CH:23][C:24]=2[O:27]1. (5) Given the reactants CC(=C)C.[C:5]1(=[O:11])[O:10][C:8](=[O:9])[CH:7]=[CH:6]1.NC1C=CC=CC=1[OH:19].C1(=O)OC(=O)C=C1.OC1C=CC=CC=1[NH:34][C:35](=[O:41])/[CH:36]=[CH:37]\[C:38](O)=[O:39], predict the reaction product. The product is: [C:35]1(=[O:41])[NH:34][C:38](=[O:39])[CH:37]=[CH:36]1.[C:5]([OH:10])(=[O:11])/[CH:6]=[CH:7]\[C:8]([OH:19])=[O:9].